This data is from Forward reaction prediction with 1.9M reactions from USPTO patents (1976-2016). The task is: Predict the product of the given reaction. (1) Given the reactants Br[C:2]1[CH:22]=[CH:21][C:5]2[N:6]([CH3:20])[C:7](=[O:19])[CH2:8][N:9]=[C:10]([C:11]3[CH:12]=[C:13]([CH:16]=[CH:17][CH:18]=3)[C:14]#[N:15])[C:4]=2[CH:3]=1.C1(B(O)O)C=CC=CC=1.[CH3:32][O:33][C:34]1[CH:39]=[CH:38][C:37](B(O)O)=[CH:36][CH:35]=1, predict the reaction product. The product is: [CH3:32][O:33][C:34]1[CH:39]=[CH:38][C:37]([C:2]2[CH:22]=[CH:21][C:5]3[N:6]([CH3:20])[C:7](=[O:19])[CH2:8][N:9]=[C:10]([C:11]4[CH:12]=[C:13]([CH:16]=[CH:17][CH:18]=4)[C:14]#[N:15])[C:4]=3[CH:3]=2)=[CH:36][CH:35]=1. (2) Given the reactants [CH3:1][S:2][C:3]1[CH:4]=[CH:5][C:6]([N+:9]([O-:11])=[O:10])=[N:7][CH:8]=1.OO.[OH2:14].C(O)(=[O:17])C, predict the reaction product. The product is: [CH3:1][S:2]([C:3]1[CH:4]=[CH:5][C:6]([N+:9]([O-:11])=[O:10])=[N:7][CH:8]=1)(=[O:17])=[O:14]. (3) The product is: [OH:1][C:2]1[CH:3]=[CH:4][C:5]([CH2:6][CH:7]([C:8]([O:10][CH3:11])=[O:9])[C:12]([O:14][CH3:15])=[O:13])=[CH:16][CH:17]=1. Given the reactants [OH:1][C:2]1[CH:17]=[CH:16][C:5]([CH:6]=[C:7]([C:12]([O:14][CH3:15])=[O:13])[C:8]([O:10][CH3:11])=[O:9])=[CH:4][CH:3]=1, predict the reaction product.